From a dataset of Full USPTO retrosynthesis dataset with 1.9M reactions from patents (1976-2016). Predict the reactants needed to synthesize the given product. (1) Given the product [CH2:1]([O:8][C:9]1[C:10](=[O:34])[CH:11]=[CH:12][N:13]2[CH:18]([CH2:19][C:20]([OH:22])=[O:21])[CH2:17][N:16]([CH2:25][C:26]3[CH:31]=[CH:30][C:29]([F:32])=[CH:28][CH:27]=3)[C:15](=[O:33])[C:14]=12)[C:2]1[CH:7]=[CH:6][CH:5]=[CH:4][CH:3]=1, predict the reactants needed to synthesize it. The reactants are: [CH2:1]([O:8][C:9]1[C:10](=[O:34])[CH:11]=[CH:12][N:13]2[CH:18]([CH2:19][C:20]([O:22]CC)=[O:21])[CH2:17][N:16]([CH2:25][C:26]3[CH:31]=[CH:30][C:29]([F:32])=[CH:28][CH:27]=3)[C:15](=[O:33])[C:14]=12)[C:2]1[CH:7]=[CH:6][CH:5]=[CH:4][CH:3]=1.[OH-].[K+].O. (2) Given the product [Cl:8][C:6]1[CH:7]=[CH:2][C:3]([CH2:28][CH2:29][CH:22]=[O:25])=[C:4]([C:15]2[CH:16]=[CH:17][CH:18]=[C:13]([N+:10]([O-:12])=[O:11])[CH:14]=2)[CH:5]=1, predict the reactants needed to synthesize it. The reactants are: Br[C:2]1[CH:7]=[C:6]([Cl:8])[CH:5]=[CH:4][C:3]=1N.[N+:10]([C:13]1[CH:14]=[C:15](B(O)O)[CH:16]=[CH:17][CH:18]=1)([O-:12])=[O:11].[C:22]([O-:25])([O-])=O.[Na+].[Na+].[C:28]1(C)C=CC=C[CH:29]=1.